From a dataset of NCI-60 drug combinations with 297,098 pairs across 59 cell lines. Regression. Given two drug SMILES strings and cell line genomic features, predict the synergy score measuring deviation from expected non-interaction effect. (1) Drug 1: CCCS(=O)(=O)NC1=C(C(=C(C=C1)F)C(=O)C2=CNC3=C2C=C(C=N3)C4=CC=C(C=C4)Cl)F. Drug 2: CC1=C(C=C(C=C1)NC(=O)C2=CC=C(C=C2)CN3CCN(CC3)C)NC4=NC=CC(=N4)C5=CN=CC=C5. Cell line: K-562. Synergy scores: CSS=61.2, Synergy_ZIP=7.22, Synergy_Bliss=6.36, Synergy_Loewe=-18.6, Synergy_HSA=5.43. (2) Drug 1: CC1=C2C(C(=O)C3(C(CC4C(C3C(C(C2(C)C)(CC1OC(=O)C(C(C5=CC=CC=C5)NC(=O)OC(C)(C)C)O)O)OC(=O)C6=CC=CC=C6)(CO4)OC(=O)C)OC)C)OC. Drug 2: CCCS(=O)(=O)NC1=C(C(=C(C=C1)F)C(=O)C2=CNC3=C2C=C(C=N3)C4=CC=C(C=C4)Cl)F. Cell line: EKVX. Synergy scores: CSS=52.0, Synergy_ZIP=10.6, Synergy_Bliss=9.54, Synergy_Loewe=-37.3, Synergy_HSA=10.8. (3) Drug 1: CC1OCC2C(O1)C(C(C(O2)OC3C4COC(=O)C4C(C5=CC6=C(C=C35)OCO6)C7=CC(=C(C(=C7)OC)O)OC)O)O. Drug 2: CN1C2=C(C=C(C=C2)N(CCCl)CCCl)N=C1CCCC(=O)O.Cl. Cell line: OVCAR-8. Synergy scores: CSS=18.8, Synergy_ZIP=-3.92, Synergy_Bliss=-1.80, Synergy_Loewe=-12.4, Synergy_HSA=-0.976. (4) Drug 2: CC1CCC2CC(C(=CC=CC=CC(CC(C(=O)C(C(C(=CC(C(=O)CC(OC(=O)C3CCCCN3C(=O)C(=O)C1(O2)O)C(C)CC4CCC(C(C4)OC)OCCO)C)C)O)OC)C)C)C)OC. Drug 1: C1CC(=O)NC(=O)C1N2CC3=C(C2=O)C=CC=C3N. Cell line: ACHN. Synergy scores: CSS=22.0, Synergy_ZIP=-4.21, Synergy_Bliss=0.928, Synergy_Loewe=1.59, Synergy_HSA=3.30. (5) Drug 1: CCC1=CC2CC(C3=C(CN(C2)C1)C4=CC=CC=C4N3)(C5=C(C=C6C(=C5)C78CCN9C7C(C=CC9)(C(C(C8N6C)(C(=O)OC)O)OC(=O)C)CC)OC)C(=O)OC.C(C(C(=O)O)O)(C(=O)O)O. Drug 2: C#CCC(CC1=CN=C2C(=N1)C(=NC(=N2)N)N)C3=CC=C(C=C3)C(=O)NC(CCC(=O)O)C(=O)O. Cell line: T-47D. Synergy scores: CSS=34.1, Synergy_ZIP=-6.49, Synergy_Bliss=-1.42, Synergy_Loewe=-0.0387, Synergy_HSA=-0.512. (6) Drug 1: C1=C(C(=O)NC(=O)N1)N(CCCl)CCCl. Drug 2: CC(C)CN1C=NC2=C1C3=CC=CC=C3N=C2N. Cell line: EKVX. Synergy scores: CSS=6.63, Synergy_ZIP=-1.83, Synergy_Bliss=2.97, Synergy_Loewe=2.04, Synergy_HSA=2.20. (7) Drug 1: C1=CN(C(=O)N=C1N)C2C(C(C(O2)CO)O)O.Cl. Drug 2: CC12CCC3C(C1CCC2OP(=O)(O)O)CCC4=C3C=CC(=C4)OC(=O)N(CCCl)CCCl.[Na+]. Cell line: HOP-62. Synergy scores: CSS=32.5, Synergy_ZIP=-1.30, Synergy_Bliss=-2.85, Synergy_Loewe=-14.1, Synergy_HSA=-2.14.